This data is from Cav3 T-type calcium channel HTS with 100,875 compounds. The task is: Binary Classification. Given a drug SMILES string, predict its activity (active/inactive) in a high-throughput screening assay against a specified biological target. The molecule is n12nc(c(c2nc2c(CCC2)c1NCC(C)C)c1ccccc1)C. The result is 0 (inactive).